The task is: Predict which catalyst facilitates the given reaction.. This data is from Catalyst prediction with 721,799 reactions and 888 catalyst types from USPTO. (1) Reactant: [C:1]([C:4]1[CH:5]=[C:6]([C:16]2[N:20]([CH2:21][CH:22]3[CH2:27][CH2:26][CH2:25][CH2:24][CH2:23]3)[C:19]([CH3:28])=[C:18]([S:29]([NH2:32])(=[O:31])=[O:30])[CH:17]=2)[CH:7]=[C:8]2[C:13]3([CH2:15][CH2:14]3)[CH2:12][CH2:11][O:10][C:9]=12)(=[O:3])[CH3:2].[CH3:33][Mg+].[Br-]. Product: [CH:22]1([CH2:21][N:20]2[C:16]([C:6]3[CH:7]=[C:8]4[C:13]5([CH2:15][CH2:14]5)[CH2:12][CH2:11][O:10][C:9]4=[C:4]([C:1]([OH:3])([CH3:33])[CH3:2])[CH:5]=3)=[CH:17][C:18]([S:29]([NH2:32])(=[O:30])=[O:31])=[C:19]2[CH3:28])[CH2:27][CH2:26][CH2:25][CH2:24][CH2:23]1. The catalyst class is: 1. (2) Reactant: C[O:2][C:3]1[CH:12]=[CH:11][C:10]2[N:9]=[C:8]([NH:13][CH2:14][C:15]3[CH:20]=[CH:19][CH:18]=[CH:17][CH:16]=3)[C:7]([C:21]3[CH:26]=[CH:25][CH:24]=[CH:23][CH:22]=3)=[N:6][C:5]=2[C:4]=1[C:27]([O:29]C)=[O:28].B(Br)(Br)Br. Product: [OH:2][C:3]1[CH:12]=[CH:11][C:10]2[N:9]=[C:8]([NH:13][CH2:14][C:15]3[CH:16]=[CH:17][CH:18]=[CH:19][CH:20]=3)[C:7]([C:21]3[CH:22]=[CH:23][CH:24]=[CH:25][CH:26]=3)=[N:6][C:5]=2[C:4]=1[C:27]([OH:29])=[O:28]. The catalyst class is: 4. (3) Reactant: [CH3:1][N:2]1[CH2:8][CH2:7][CH2:6][N:5]([CH2:9][CH2:10][OH:11])[CH2:4][CH2:3]1.CN1CC[O:16][CH2:15]C1.ClC(OC1C=CC([N+]([O-])=O)=CC=1)=O.Cl.Cl.[CH3:34][C:35]1[CH:40]=[CH:39][C:38]([N:41]2[CH2:46][CH2:45][NH:44][CH2:43][CH2:42]2)=[CH:37][CH:36]=1.CCN(C(C)C)C(C)C. Product: [CH3:34][C:35]1[CH:36]=[CH:37][C:38]([N:41]2[CH2:46][CH2:45][N:44]([C:15]([O:11][CH2:10][CH2:9][N:5]3[CH2:6][CH2:7][CH2:8][N:2]([CH3:1])[CH2:3][CH2:4]3)=[O:16])[CH2:43][CH2:42]2)=[CH:39][CH:40]=1. The catalyst class is: 59. (4) Reactant: [C:1]([C:4]1[O:5][C:6]2[CH:13]=[CH:12][C:11]([O:14][CH3:15])=[C:10]([Cl:16])[C:7]=2[C:8]=1[NH2:9])(=[O:3])[CH3:2].[CH:17]([C:20]1[S:21][C:22]([CH:25]=O)=[CH:23][N:24]=1)([CH3:19])[CH3:18].[OH-].[Na+]. Product: [NH2:9][C:8]1[C:7]2[C:10]([Cl:16])=[C:11]([O:14][CH3:15])[CH:12]=[CH:13][C:6]=2[O:5][C:4]=1[C:1](=[O:3])/[CH:2]=[CH:25]/[C:22]1[S:21][C:20]([CH:17]([CH3:19])[CH3:18])=[N:24][CH:23]=1. The catalyst class is: 1. (5) Reactant: C1(P(C2C=CC=CC=2)C2C=CC=CC=2)C=CC=CC=1.[Br:20]Br.[OH:22][C:23]1[CH:28]=[CH:27][C:26]([CH2:29][CH2:30][CH2:31][CH2:32]O)=[CH:25][CH:24]=1.N1C=CN=C1. Product: [OH:22][C:23]1[CH:28]=[CH:27][C:26]([CH2:29][CH2:30][CH2:31][CH2:32][Br:20])=[CH:25][CH:24]=1. The catalyst class is: 2. (6) Reactant: [CH3:1][CH:2]([O:4][C:5]1[CH:12]=[CH:11][C:10](B2OC(C)(C)C(C)(C)O2)=[CH:9][C:6]=1[C:7]#[N:8])[CH3:3].Cl[C:23]1[N:28]=[CH:27][C:26]([C:29]2[C:30]([O:44][CH3:45])=[C:31]([CH2:36][CH2:37][CH2:38][C:39]([O:41][CH2:42][CH3:43])=[O:40])[CH:32]=[C:33]([F:35])[CH:34]=2)=[CH:25][N:24]=1.P([O-])([O-])([O-])=O.[K+].[K+].[K+]. The catalyst class is: 108. Product: [C:7]([C:6]1[CH:9]=[C:10]([C:23]2[N:24]=[CH:25][C:26]([C:29]3[C:30]([O:44][CH3:45])=[C:31]([CH2:36][CH2:37][CH2:38][C:39]([O:41][CH2:42][CH3:43])=[O:40])[CH:32]=[C:33]([F:35])[CH:34]=3)=[CH:27][N:28]=2)[CH:11]=[CH:12][C:5]=1[O:4][CH:2]([CH3:1])[CH3:3])#[N:8]. (7) Reactant: [C:1]([O:4][C@H:5]1[CH2:10][CH2:9][C@:8]([CH3:28])([C@H:11]2[CH2:19][CH2:18][C@@:17]3([CH3:20])[C@@H:13]([CH2:14][CH2:15][C:16]3=[CH2:21])[C@@H:12]2[CH2:22]OS(C)(=O)=O)[C@@H:7]([CH2:29][O:30][Si:31]([C:34]([CH3:37])([CH3:36])[CH3:35])([CH3:33])[CH3:32])[CH2:6]1)(=[O:3])[CH3:2].[C-:38]#[N:39].[K+].C1COCC1.O. Product: [C:1]([O:4][C@H:5]1[CH2:10][CH2:9][C@@:8]([C@H:11]2[CH2:19][CH2:18][C@@:17]3([CH3:20])[C@@H:13]([CH2:14][CH2:15][C:16]3=[CH2:21])[C@@H:12]2[CH2:22][C:38]#[N:39])([CH3:28])[C@@H:7]([CH2:29][O:30][Si:31]([C:34]([CH3:35])([CH3:37])[CH3:36])([CH3:32])[CH3:33])[CH2:6]1)(=[O:3])[CH3:2]. The catalyst class is: 16. (8) Reactant: [C:1]([C:4]1[CH:5]=[C:6]([Br:18])[CH:7]=[C:8]2[C:13]=1[O:12][C:11]([CH3:15])([CH3:14])[CH2:10][C:9]2([CH3:17])[CH3:16])(=O)[CH3:2].C([SiH](CC)CC)C. Product: [Br:18][C:6]1[CH:7]=[C:8]2[C:13](=[C:4]([CH2:1][CH3:2])[CH:5]=1)[O:12][C:11]([CH3:15])([CH3:14])[CH2:10][C:9]2([CH3:16])[CH3:17]. The catalyst class is: 55.